This data is from Choline transporter screen with 302,306 compounds. The task is: Binary Classification. Given a drug SMILES string, predict its activity (active/inactive) in a high-throughput screening assay against a specified biological target. (1) The drug is o1c2c(c3CCCc3c1=O)c(OCC(=O)NC(Cc1ccccc1)C(O)=O)cc(c2)C. The result is 0 (inactive). (2) The molecule is OCC(N1CCN(CCC1=O)C)Cc1ccccc1. The result is 0 (inactive).